This data is from Reaction yield outcomes from USPTO patents with 853,638 reactions. The task is: Predict the reaction yield, written as a fraction of the theoretical maximum amount of product (1.0 means a 100% yield; for example, 0.34 means a 34% yield). The reactants are C(O[C:6]([N:8]1[CH2:13][CH2:12][N:11]([C:14]2[C:19]([N+:20]([O-:22])=[O:21])=[CH:18][CH:17]=[CH:16][C:15]=2[N+:23]([O-:25])=[O:24])[CH2:10][CH2:9]1)=O)(C)(C)C.FC(F)(F)C(O)=O.[CH3:33][S:34]([N:37]1[CH2:42][CH2:41][C:40]2[N:43]([CH2:56][CH:57]3C[O:58]3)[N:44]=[C:45]([C:46]3[CH:51]=[CH:50][C:49]([C:52]([F:55])([F:54])[F:53])=[CH:48][CH:47]=3)[C:39]=2[CH2:38]1)(=[O:36])=[O:35]. The catalyst is C(Cl)Cl. The product is [N+:23]([C:15]1[CH:16]=[CH:17][CH:18]=[C:19]([N+:20]([O-:22])=[O:21])[C:14]=1[N:11]1[CH2:10][CH2:9][N:8]([CH2:6][CH:57]([OH:58])[CH2:56][N:43]2[C:40]3[CH2:41][CH2:42][N:37]([S:34]([CH3:33])(=[O:36])=[O:35])[CH2:38][C:39]=3[C:45]([C:46]3[CH:51]=[CH:50][C:49]([C:52]([F:54])([F:55])[F:53])=[CH:48][CH:47]=3)=[N:44]2)[CH2:13][CH2:12]1)([O-:25])=[O:24]. The yield is 0.850.